Dataset: Reaction yield outcomes from USPTO patents with 853,638 reactions. Task: Predict the reaction yield, written as a fraction of the theoretical maximum amount of product (1.0 means a 100% yield; for example, 0.34 means a 34% yield). (1) The product is [CH3:33][C:31]1[NH:4][C:8]2=[N:9][CH:10]=[CH:11][CH:12]=[C:13]2[C:30]=1[C:29]([O:35][C:36]([CH3:39])([CH3:38])[CH3:37])=[O:34]. The catalyst is [Cu]I.O1CCOCC1. The reactants are C([N:4]([C:8]1[C:13](Br)=[CH:12][CH:11]=[CH:10][N:9]=1)C(=O)C)(=O)C.N1CCC[C@H]1C(O)=O.C(=O)([O-])[O-].[Cs+].[Cs+].[C:29]([O:35][C:36]([CH3:39])([CH3:38])[CH3:37])(=[O:34])[CH2:30][C:31]([CH3:33])=O. The yield is 0.202. (2) The reactants are [NH2:1][C:2]1[N:7]=[CH:6][N:5]=[C:4]([NH:8][C@H:9]([C:11]2[N:16]([C:17]3[CH:22]=[CH:21][CH:20]=[CH:19][CH:18]=3)[C:15](=[O:23])[C:14]3=[C:24](C)[CH:25]=[CH:26][N:13]3[N:12]=2)[CH3:10])[C:3]=1I.C([Sn](CCCC)(CCCC)[C:34]1[S:35][CH:36]=[CH:37][N:38]=1)CCC.[Cl-].C(N(CC)CC)C. The catalyst is CN(C)C=O.[Cu]I. The product is [NH2:1][C:2]1[N:7]=[CH:6][N:5]=[C:4]([NH:8][C@H:9]([C:11]2[N:16]([C:17]3[CH:18]=[CH:19][CH:20]=[CH:21][CH:22]=3)[C:15](=[O:23])[C:14]3=[CH:24][CH:25]=[CH:26][N:13]3[N:12]=2)[CH3:10])[C:3]=1[C:34]1[S:35][CH:36]=[CH:37][N:38]=1. The yield is 0.130. (3) The reactants are C([O:8][C:9]1[CH:34]=[C:33]([CH2:35][CH3:36])[CH:32]=[CH:31][C:10]=1[O:11][C:12]1[CH:17]=[CH:16][C:15]([S:18]([NH:21][CH2:22][CH2:23][CH2:24][N:25]2[CH:29]=[CH:28][N:27]=[CH:26]2)(=[O:20])=[O:19])=[CH:14][C:13]=1[F:30])C1C=CC=CC=1.O1CCCC1. The catalyst is C(O)C. The product is [CH2:35]([C:33]1[CH:32]=[CH:31][C:10]([O:11][C:12]2[CH:17]=[CH:16][C:15]([S:18]([NH:21][CH2:22][CH2:23][CH2:24][N:25]3[CH:29]=[CH:28][N:27]=[CH:26]3)(=[O:20])=[O:19])=[CH:14][C:13]=2[F:30])=[C:9]([OH:8])[CH:34]=1)[CH3:36]. The yield is 0.420. (4) The reactants are [OH:1][CH2:2][CH2:3][C:4]1[CH:28]=[CH:27][C:7]([O:8][CH:9]([C:21]2[CH:26]=[CH:25][CH:24]=[CH:23][CH:22]=2)[CH2:10][CH2:11][N:12](C)[C:13](=O)OC(C)(C)C)=[CH:6][CH:5]=1.C(O)(C(F)(F)F)=O. The catalyst is C(Cl)Cl. The product is [CH3:13][NH:12][CH2:11][CH2:10][CH:9]([C:21]1[CH:22]=[CH:23][CH:24]=[CH:25][CH:26]=1)[O:8][C:7]1[CH:27]=[CH:28][C:4]([CH2:3][CH2:2][OH:1])=[CH:5][CH:6]=1. The yield is 0.950. (5) The reactants are Cl[C:2]1[N:10]=[C:9]([Cl:11])[CH:8]=[CH:7][C:3]=1[C:4]([NH2:6])=[O:5].ClC1C=[CH:20][C:16]([C:17](N)=O)=[C:15](OC(C)C)N=1.C([N:28](CC)CC)C. The yield is 0.180. The product is [C:16]([NH:28][C:2]1[N:10]=[C:9]([Cl:11])[CH:8]=[CH:7][C:3]=1[C:4]([NH2:6])=[O:5])([CH3:20])([CH3:17])[CH3:15]. The catalyst is C(#N)C. (6) The product is [C:1]([O:5][C:6]([NH:8][C@@H:9]([C:13]1[CH:18]=[CH:17][C:16]([OH:19])=[CH:15][CH:14]=1)[C:10]([O:12][CH2:23][C:24]1[CH:29]=[CH:28][CH:27]=[CH:26][CH:25]=1)=[O:11])=[O:7])([CH3:4])([CH3:2])[CH3:3]. The yield is 0.720. The reactants are [C:1]([O:5][C:6]([NH:8][C@@H:9]([C:13]1[CH:18]=[CH:17][C:16]([OH:19])=[CH:15][CH:14]=1)[C:10]([OH:12])=[O:11])=[O:7])([CH3:4])([CH3:3])[CH3:2].C(=O)=O.[CH2:23](Br)[C:24]1[CH:29]=[CH:28][CH:27]=[CH:26][CH:25]=1. The catalyst is CO.C(=O)([O-])[O-].[Cs+].[Cs+]. (7) The reactants are [CH2:1]([O:5][C:6]1[CH:7]=[C:8]([CH:18]=[CH:19][C:20]([OH:22])=O)[CH:9]=[C:10]([O:13][CH2:14][CH2:15][CH2:16][CH3:17])[C:11]=1[OH:12])[CH2:2][CH2:3][CH3:4].[NH2:23][CH2:24][CH2:25][C:26]1[CH:31]=[C:30]([C:32]([CH3:35])([CH3:34])[CH3:33])[C:29]([OH:36])=[C:28]([C:37]([CH3:40])([CH3:39])[CH3:38])[CH:27]=1.C1C=CC2N(O)N=NC=2C=1.C1CCC(N=C=NC2CCCCC2)CC1. The catalyst is CC#N. The product is [CH2:14]([O:13][C:10]1[CH:9]=[C:8]([CH:18]=[CH:19][C:20]([NH:23][CH2:24][CH2:25][C:26]2[CH:31]=[C:30]([C:32]([CH3:33])([CH3:35])[CH3:34])[C:29]([OH:36])=[C:28]([C:37]([CH3:40])([CH3:39])[CH3:38])[CH:27]=2)=[O:22])[CH:7]=[C:6]([O:5][CH2:1][CH2:2][CH2:3][CH3:4])[C:11]=1[OH:12])[CH2:15][CH2:16][CH3:17]. The yield is 0.910. (8) The reactants are [CH3:1][O:2][C:3](=[O:15])[C:4]1[CH:9]=[CH:8][C:7]([CH2:10][CH2:11][CH2:12][CH2:13][OH:14])=[CH:6][CH:5]=1.N1C=CN=C1.[CH3:21][C:22]([Si:25](Cl)([CH3:27])[CH3:26])([CH3:24])[CH3:23].CCCCCC. The catalyst is CN(C=O)C.C(OCC)(=O)C. The product is [CH3:1][O:2][C:3](=[O:15])[C:4]1[CH:9]=[CH:8][C:7]([CH2:10][CH2:11][CH2:12][CH2:13][O:14][Si:25]([C:22]([CH3:24])([CH3:23])[CH3:21])([CH3:27])[CH3:26])=[CH:6][CH:5]=1. The yield is 0.770. (9) The reactants are Cl.[O:2]1[C:6]2=[CH:7][N:8]=[CH:9][CH:10]=[C:5]2[C:4](=O)[CH2:3]1.[Cl:12][C:13]1[CH:19]=[CH:18][C:16]([NH2:17])=[CH:15][CH:14]=1. No catalyst specified. The product is [Cl:12][C:13]1[CH:19]=[CH:18][C:16]([NH:17][C:4]2[C:5]3[C:6](=[CH:7][N:8]=[CH:9][CH:10]=3)[O:2][CH:3]=2)=[CH:15][CH:14]=1. The yield is 0.780.